This data is from Full USPTO retrosynthesis dataset with 1.9M reactions from patents (1976-2016). The task is: Predict the reactants needed to synthesize the given product. (1) Given the product [Br:1][C:2]1[CH:7]=[C:6]([F:8])[CH:5]=[CH:4][C:3]=1[CH:9]1[N:10]=[C:11]([C:22]2[S:26][N:25]=[CH:24][N:23]=2)[NH:12][C:13]([CH2:20][N:28]2[CH2:33][CH2:32][O:31][CH2:30][CH:29]2[CH2:34][C:35]([OH:37])=[O:36])=[C:14]1[C:15]([O:17][CH2:18][CH3:19])=[O:16], predict the reactants needed to synthesize it. The reactants are: [Br:1][C:2]1[CH:7]=[C:6]([F:8])[CH:5]=[CH:4][C:3]=1[CH:9]1[C:14]([C:15]([O:17][CH2:18][CH3:19])=[O:16])=[C:13]([CH2:20]Br)[NH:12][C:11]([C:22]2[S:26][N:25]=[CH:24][N:23]=2)=[N:10]1.Cl.[NH:28]1[CH2:33][CH2:32][O:31][CH2:30][CH:29]1[CH2:34][C:35]([OH:37])=[O:36]. (2) Given the product [O:1]=[C:2]1[NH:10][C:5]2=[N:6][CH:7]=[CH:8][CH:9]=[C:4]2[C@@:3]21[CH2:32][C:21]1=[N:22][C:23]3[CH:24]=[CH:25][C:26]([CH:30]=[O:31])=[CH:27][C:28]=3[CH:29]=[C:20]1[CH2:19]2, predict the reactants needed to synthesize it. The reactants are: [O:1]=[C:2]1[N:10](COCC[Si](C)(C)C)[C:5]2=[N:6][CH:7]=[CH:8][CH:9]=[C:4]2[C@@:3]21[CH2:32][C:21]1=[N:22][C:23]3[CH:24]=[CH:25][C:26]([CH:30]=[O:31])=[CH:27][C:28]=3[CH:29]=[C:20]1[CH2:19]2.Cl.OS(O)(=O)=O.[OH-].[Na+]. (3) Given the product [CH2:18]([O:20][C:21](=[O:26])/[CH:22]=[C:23](/[O:17][C:10]1[CH:11]=[CH:12][CH:13]=[C:14]([O:15][CH3:16])[C:9]=1[O:8][CH3:7])\[CH3:24])[CH3:19], predict the reactants needed to synthesize it. The reactants are: CC(C)([O-])C.[K+].[CH3:7][O:8][C:9]1[C:14]([O:15][CH3:16])=[CH:13][CH:12]=[CH:11][C:10]=1[OH:17].[CH2:18]([O:20][C:21](=[O:26])[CH:22]=[C:23](Cl)[CH3:24])[CH3:19]. (4) Given the product [Br:17][C:14]1[CH:15]=[CH:16][C:11]([C:9]2[N:8]([CH:18]3[CH2:20][CH2:19]3)[C:7](=[O:21])[N:6]([CH2:5][C:4]([OH:22])=[O:3])[CH:10]=2)=[CH:12][CH:13]=1, predict the reactants needed to synthesize it. The reactants are: C([O:3][C:4](=[O:22])[CH2:5][N:6]1[CH:10]=[C:9]([C:11]2[CH:16]=[CH:15][C:14]([Br:17])=[CH:13][CH:12]=2)[N:8]([CH:18]2[CH2:20][CH2:19]2)[C:7]1=[O:21])C.[OH-].[K+].Cl.